From a dataset of Reaction yield outcomes from USPTO patents with 853,638 reactions. Predict the reaction yield, written as a fraction of the theoretical maximum amount of product (1.0 means a 100% yield; for example, 0.34 means a 34% yield). (1) The reactants are C(NC(C)C)(C)C.C([Li])CCC.[OH:13][C:14]1[CH:19]=[CH:18][CH:17]=[CH:16][C:15]=1[C:20](=[O:22])[CH3:21].[CH:23]([C:25]1[S:26][CH:27]=[C:28]([C:30]([O:32][CH2:33][CH3:34])=[O:31])[N:29]=1)=[O:24]. The catalyst is O1CCCC1. The product is [OH:24][CH:23]([C:25]1[S:26][CH:27]=[C:28]([C:30]([O:32][CH2:33][CH3:34])=[O:31])[N:29]=1)[CH2:21][C:20]([C:15]1[CH:16]=[CH:17][CH:18]=[CH:19][C:14]=1[OH:13])=[O:22]. The yield is 0.548. (2) The reactants are [Cl:1][C:2]1[CH:3]=[CH:4][C:5]([CH3:12])=[C:6]([CH:11]=1)[C:7]([NH:9][CH3:10])=[O:8].C([N-]C(C)C)(C)C.[Li+].[F:21][C:22]1[CH:29]=[CH:28][C:25](C#N)=[CH:24][C:23]=1[O:30][CH3:31].[NH4+].[Cl-]. The catalyst is C1COCC1. The product is [Cl:1][C:2]1[CH:11]=[C:6]2[C:5]([CH:12]=[C:10]([C:25]3[CH:28]=[CH:29][C:22]([F:21])=[C:23]([O:30][CH3:31])[CH:24]=3)[NH:9][C:7]2=[O:8])=[CH:4][CH:3]=1. The yield is 0.450. (3) The reactants are [Cl:1][C:2]1[CH:7]=[CH:6][C:5]([CH:8]([O:18][CH3:19])[CH2:9][NH:10]C(=O)OC(C)(C)C)=[CH:4][CH:3]=1.FC(F)(F)C(O)=O. The catalyst is ClCCl. The product is [Cl:1][C:2]1[CH:3]=[CH:4][C:5]([CH:8]([O:18][CH3:19])[CH2:9][NH2:10])=[CH:6][CH:7]=1. The yield is 0.847. (4) The reactants are [Br:1][C:2]1[CH:3]=[C:4](F)[C:5]([N+:13]([O-:15])=[O:14])=[C:6]([N:8]2[CH:12]=[CH:11][CH:10]=[N:9]2)[CH:7]=1.[NH3:17]. The catalyst is C(O)C.CO. The product is [Br:1][C:2]1[CH:7]=[C:6]([N:8]2[CH:12]=[CH:11][CH:10]=[N:9]2)[C:5]([N+:13]([O-:15])=[O:14])=[C:4]([NH2:17])[CH:3]=1. The yield is 0.860. (5) The reactants are [CH2:1]([C@H:4]1[O:6][C@@H:5]1[C:7]([O:9][CH3:10])=[O:8])[CH2:2][CH3:3].C(=O)([O-])O.[Na+].[C:16](#[N:18])[CH3:17]. No catalyst specified. The product is [CH3:17][C:16]1[O:6][C@H:5]([C:7]([O:9][CH3:10])=[O:8])[C@H:4]([CH2:1][CH2:2][CH3:3])[N:18]=1. The yield is 0.760. (6) The reactants are [C:1]1([C:36]2[CH:41]=[CH:40][CH:39]=[CH:38][CH:37]=2)[CH:6]=[CH:5][C:4]([CH2:7][CH2:8][NH:9][C:10]([C:12]2[CH:35]=[CH:34][C:15]([O:16][C:17]3[CH:26]=[C:25]4[C:20]([CH:21]([C:27]([O:29]CC)=[O:28])[CH2:22][CH2:23][O:24]4)=[CH:19][C:18]=3C#N)=[CH:14][CH:13]=2)=[O:11])=[CH:3][CH:2]=1.O[Li].O.[ClH:45]. The catalyst is C1COCC1. The product is [C:1]1([C:36]2[CH:41]=[CH:40][CH:39]=[CH:38][CH:37]=2)[CH:6]=[CH:5][C:4]([CH2:7][CH2:8][NH:9][C:10]([C:12]2[CH:35]=[CH:34][C:15]([O:16][C:17]3[CH:26]=[C:25]4[C:20]([CH:21]([C:27]([OH:29])=[O:28])[CH2:22][CH2:23][O:24]4)=[CH:19][C:18]=3[Cl:45])=[CH:14][CH:13]=2)=[O:11])=[CH:3][CH:2]=1. The yield is 0.820. (7) The reactants are [N+:1]([C:4]1[CH:5]=[C:6]([CH:10]=[CH:11][C:12]=1[CH2:13][CH2:14][CH2:15][CH2:16][CH3:17])[C:7]([OH:9])=[O:8])([O-:3])=[O:2].[C:18](Cl)(=O)[C:19](Cl)=O.C(O)C. The catalyst is CN(C)C=O.C(Cl)Cl. The product is [N+:1]([C:4]1[CH:5]=[C:6]([CH:10]=[CH:11][C:12]=1[CH2:13][CH2:14][CH2:15][CH2:16][CH3:17])[C:7]([O:9][CH2:18][CH3:19])=[O:8])([O-:3])=[O:2]. The yield is 0.980. (8) The reactants are [OH:1][CH:2]1[CH2:6][O:5][C:4](=[O:7])[CH2:3]1.ClC(Cl)(Cl)C(=N)O[CH2:12][C:13]1[CH:18]=[CH:17][CH:16]=[CH:15][CH:14]=1.FC(F)(F)S(O)(=O)=O. The catalyst is C(Cl)Cl.C1CCCCC1. The product is [CH2:12]([O:1][CH:2]1[CH2:6][O:5][C:4](=[O:7])[CH2:3]1)[C:13]1[CH:18]=[CH:17][CH:16]=[CH:15][CH:14]=1. The yield is 0.750. (9) The reactants are [F:1][C:2]([F:22])([F:21])[C:3]1[CH:8]=[CH:7][CH:6]=[CH:5][C:4]=1[C:9]1[CH:10]=[CH:11][C:12]2[N:13]([C:15](C(O)=O)=[CH:16][N:17]=2)[N:14]=1.C1(P([NH-:37])(C2C=CC=CC=2)=O)C=CC=CC=1.C(N(CC)CC)C.C(O)C1C=CC=CC=1.C(O)(=O)CC(CC(O)=O)(C(O)=O)O. The catalyst is C1(C)C=CC=CC=1. The product is [F:1][C:2]([F:22])([F:21])[C:3]1[CH:8]=[CH:7][CH:6]=[CH:5][C:4]=1[C:9]1[CH:10]=[CH:11][C:12]2[N:13]([C:15]([NH2:37])=[CH:16][N:17]=2)[N:14]=1. The yield is 0.470.